This data is from Reaction yield outcomes from USPTO patents with 853,638 reactions. The task is: Predict the reaction yield, written as a fraction of the theoretical maximum amount of product (1.0 means a 100% yield; for example, 0.34 means a 34% yield). (1) The reactants are [C:1]([NH:4][C:5]1[CH:10]=[C:9]([C:11]2[CH:12]=[C:13]([C:20]([NH2:22])=O)[N:14]([CH2:16][CH:17]3[CH2:19][CH2:18]3)[CH:15]=2)[C:8]([CH3:23])=[CH:7][N:6]=1)(=[O:3])[CH3:2].C[N:25]([CH:27](OC)OC)C.O.[NH2:33]N.C(=O)(O)[O-].[Na+]. The catalyst is C1(C)C=CC=CC=1.CCOC(C)=O. The product is [CH:17]1([CH2:16][N:14]2[C:13]([C:20]3[NH:25][CH:27]=[N:33][N:22]=3)=[CH:12][C:11]([C:9]3[C:8]([CH3:23])=[CH:7][N:6]=[C:5]([NH:4][C:1](=[O:3])[CH3:2])[CH:10]=3)=[CH:15]2)[CH2:19][CH2:18]1. The yield is 0.720. (2) The reactants are [CH3:1][CH:2]([CH:9]1[C:25]2([CH3:26])[CH:12]([CH:13]3[CH:22]([CH2:23][CH2:24]2)[C:21]2(C)[C:16]([CH2:17]C(OC(=O)NCCCCCC([N:38]4[CH2:42][CH:41](O)[CH:40](C(C5C=CC=CC=5)OC(C5C=CC(OC)=CC=5)C5C=CC(OC)=CC=5)[CH2:39]4)=O)C[CH2:20]2)=[CH:15][CH2:14]3)[CH2:11][CH2:10]1)[CH2:3][CH2:4][CH2:5][CH:6]([CH3:8])[CH3:7].C1(C)C=CC=CC=1.[C:77]([CH2:79][CH2:80][O:81][P:82]([N:90](C(C)C)C(C)C)N(C(C)C)C(C)C)#N.C(OCC)(=[O:99])C. The catalyst is C(#N)C.ClCCl.CCCCCC. The product is [NH:38]1[CH2:42][CH2:41][CH2:40][CH2:39]1.[P:82]([O:81][C@H:80]1[CH2:79][CH2:77][C@@:21]2([CH3:20])[C:16](=[CH:15][CH2:14][C@@H:13]3[C@@H:22]2[CH2:23][CH2:24][C@@:25]2([CH3:26])[C@H:12]3[CH2:11][CH2:10][C@@H:9]2[C@H:2]([CH3:1])[CH2:3][CH2:4][CH2:5][CH:6]([CH3:8])[CH3:7])[CH2:17]1)([NH2:90])[OH:99]. The yield is 0.840.